From a dataset of Full USPTO retrosynthesis dataset with 1.9M reactions from patents (1976-2016). Predict the reactants needed to synthesize the given product. (1) Given the product [CH3:1][O:2][C:3]1[CH:10]=[CH:9][C:6]([CH2:7][N:17]2[CH2:18][CH2:19][CH:14]([C:13]([O:12][CH3:11])=[O:20])[CH2:15][CH2:16]2)=[CH:5][CH:4]=1, predict the reactants needed to synthesize it. The reactants are: [CH3:1][O:2][C:3]1[CH:10]=[CH:9][C:6]([CH2:7]Cl)=[CH:5][CH:4]=1.[CH3:11][O:12][C:13](=[O:20])[CH:14]1[CH2:19][CH2:18][NH:17][CH2:16][CH2:15]1.C(N(CC)CC)C.C(=O)(O)[O-].[Na+]. (2) Given the product [Cl:64][C:61]1[CH:62]=[CH:63][C:58]([NH:57][C:6](=[O:31])[NH:7][C:8]([CH3:9])([CH3:10])[C:11]([NH:12][C:13]2[CH:18]=[CH:17][C:16]([C:19]3[CH:24]=[CH:23][CH:22]=[CH:21][C:20]=3[S:25]([CH3:28])(=[O:26])=[O:27])=[CH:15][C:14]=2[F:29])=[O:30])=[N:59][CH:60]=1, predict the reactants needed to synthesize it. The reactants are: C(O[C:6](=[O:31])[NH:7][C:8]([C:11](=[O:30])[NH:12][C:13]1[CH:18]=[CH:17][C:16]([C:19]2[CH:24]=[CH:23][CH:22]=[CH:21][C:20]=2[S:25]([CH3:28])(=[O:27])=[O:26])=[CH:15][C:14]=1[F:29])([CH3:10])[CH3:9])(C)(C)C.C(O)(C(F)(F)F)=O.C(N(CC)CC)C.[N+](C1C=CC(OC(=O)[NH:57][C:58]2[CH:63]=[CH:62][C:61]([Cl:64])=[CH:60][N:59]=2)=CC=1)([O-])=O. (3) Given the product [CH:3]([S:6]([N:9]1[C:13]2[CH:14]=[C:15]([C:18]3[N:22]([CH:23]4[CH2:28][CH2:27][N:26]([CH3:36])[CH2:25][CH2:24]4)[CH:21]=[N:20][C:19]=3[C:29]3[CH:34]=[CH:33][CH:32]=[CH:31][CH:30]=3)[CH:16]=[CH:17][C:12]=2[N:11]=[C:10]1[NH2:35])(=[O:7])=[O:8])([CH3:5])[CH3:4], predict the reactants needed to synthesize it. The reactants are: C=O.[CH:3]([S:6]([N:9]1[C:13]2[CH:14]=[C:15]([C:18]3[N:22]([CH:23]4[CH2:28][CH2:27][NH:26][CH2:25][CH2:24]4)[CH:21]=[N:20][C:19]=3[C:29]3[CH:34]=[CH:33][CH:32]=[CH:31][CH:30]=3)[CH:16]=[CH:17][C:12]=2[N:11]=[C:10]1[NH2:35])(=[O:8])=[O:7])([CH3:5])[CH3:4].[C:36](O)(=O)C.C([BH3-])#N.[Na+].